Dataset: Full USPTO retrosynthesis dataset with 1.9M reactions from patents (1976-2016). Task: Predict the reactants needed to synthesize the given product. (1) Given the product [Cl:1][C:2]1[CH:7]=[C:6]([Cl:8])[CH:5]=[CH:4][C:3]=1[C:9]1[CH:10]=[C:11]([C:21]([N:23]2[CH2:24][CH2:25][C:26]([C:32]3[CH:33]=[CH:34][CH:35]=[CH:36][CH:37]=3)([C:29]([NH2:31])=[O:30])[CH2:27][CH2:28]2)=[O:22])[S:12][C:13]=1[C:14]1[CH:15]=[CH:16][C:17]([O:20][CH2:45][CH2:46][CH2:47][OH:48])=[CH:18][CH:19]=1, predict the reactants needed to synthesize it. The reactants are: [Cl:1][C:2]1[CH:7]=[C:6]([Cl:8])[CH:5]=[CH:4][C:3]=1[C:9]1[CH:10]=[C:11]([C:21]([N:23]2[CH2:28][CH2:27][C:26]([C:32]3[CH:37]=[CH:36][CH:35]=[CH:34][CH:33]=3)([C:29]([NH2:31])=[O:30])[CH2:25][CH2:24]2)=[O:22])[S:12][C:13]=1[C:14]1[CH:19]=[CH:18][C:17]([OH:20])=[CH:16][CH:15]=1.C(=O)([O-])[O-].[K+].[K+].Cl[CH2:45][CH2:46][CH2:47][OH:48]. (2) Given the product [F:14][C:10]1[C:11]([NH:12][CH3:13])=[C:2]([C:25]#[N:26])[C:3]2[CH:4]=[CH:5][N:6]([C:16]3[CH:17]=[CH:18][C:19]([N+:22]([O-:24])=[O:23])=[CH:20][CH:21]=3)[C:7](=[O:15])[C:8]=2[CH:9]=1, predict the reactants needed to synthesize it. The reactants are: Br[C:2]1[C:11]([NH:12][CH3:13])=[C:10]([F:14])[CH:9]=[C:8]2[C:3]=1[CH:4]=[CH:5][N:6]([C:16]1[CH:21]=[CH:20][C:19]([N+:22]([O-:24])=[O:23])=[CH:18][CH:17]=1)[C:7]2=[O:15].[C:25]([Cu])#[N:26].[C-]#N.[K+]. (3) Given the product [Br:1][C:2]1[O:6][C:5]([CH2:7][Cl:29])=[CH:4][CH:3]=1.[C:22]1([P:15]([C:9]2[CH:10]=[CH:11][CH:12]=[CH:13][CH:14]=2)[C:16]2[CH:21]=[CH:20][CH:19]=[CH:18][CH:17]=2)[CH:23]=[CH:24][CH:25]=[CH:26][CH:27]=1, predict the reactants needed to synthesize it. The reactants are: [Br:1][C:2]1[O:6][C:5]([CH2:7]O)=[CH:4][CH:3]=1.[C:9]1([P:15]([C:22]2[CH:27]=[CH:26][CH:25]=[CH:24][CH:23]=2)[C:16]2[CH:21]=[CH:20][CH:19]=[CH:18][CH:17]=2)[CH:14]=[CH:13][CH:12]=[CH:11][CH:10]=1.C(Cl)(Cl)(Cl)[Cl:29].